Predict the reaction yield, written as a fraction of the theoretical maximum amount of product (1.0 means a 100% yield; for example, 0.34 means a 34% yield). From a dataset of Reaction yield outcomes from USPTO patents with 853,638 reactions. The reactants are [Br:1][C:2]1[N:3](COC)[CH:4]=[C:5]([N+:7]([O-:9])=[O:8])[N:6]=1.Cl. The catalyst is CO. The product is [Br:1][C:2]1[NH:3][CH:4]=[C:5]([N+:7]([O-:9])=[O:8])[N:6]=1. The yield is 0.660.